From a dataset of Forward reaction prediction with 1.9M reactions from USPTO patents (1976-2016). Predict the product of the given reaction. (1) Given the reactants [N+:1]([C:4]1[C:5]([N:14]2[CH2:19][C@H:18]([C:20]([F:23])([F:22])[F:21])[CH2:17][C@H:16]([NH:24][C:25](=[O:31])[O:26][C:27]([CH3:30])([CH3:29])[CH3:28])[CH2:15]2)=[C:6]2[CH2:13][CH2:12][CH2:11][C:7]2=[N+:8]([O-])[CH:9]=1)([O-:3])=[O:2].[CH3:32][C:33]([O:35]C(C)=O)=[O:34], predict the reaction product. The product is: [C:33]([O:35][CH:11]1[C:7]2=[N:8][CH:9]=[C:4]([N+:1]([O-:3])=[O:2])[C:5]([N:14]3[CH2:19][C@H:18]([C:20]([F:21])([F:23])[F:22])[CH2:17][C@H:16]([NH:24][C:25]([O:26][C:27]([CH3:28])([CH3:29])[CH3:30])=[O:31])[CH2:15]3)=[C:6]2[CH2:13][CH2:12]1)(=[O:34])[CH3:32]. (2) Given the reactants C[Si](C)(C)CC[O:5][C:6](=[O:49])[CH:7]([CH2:33][CH:34]=[CH:35][CH2:36][P:37]([O:41][CH:42]([C:44]([O:46][CH2:47][CH3:48])=[O:45])[CH3:43])([O:39][CH3:40])=[O:38])[CH2:8][C:9]([CH3:32])=[CH:10][CH2:11][C:12]1[C:13]([O:25]CC[Si](C)(C)C)=[C:14]2[C:18](=[C:19]([CH3:23])[C:20]=1[O:21][CH3:22])[CH2:17][O:16][C:15]2=[O:24].CCCC[N+](CCCC)(CCCC)CCCC.[F-], predict the reaction product. The product is: [CH2:47]([O:46][C:44]([CH:42]([O:41][P:37]([CH2:36][CH:35]=[CH:34][CH2:33][CH:7]([CH2:8][C:9]([CH3:32])=[CH:10][CH2:11][C:12]1[C:13]([OH:25])=[C:14]2[C:18](=[C:19]([CH3:23])[C:20]=1[O:21][CH3:22])[CH2:17][O:16][C:15]2=[O:24])[C:6]([OH:49])=[O:5])([O:39][CH3:40])=[O:38])[CH3:43])=[O:45])[CH3:48]. (3) Given the reactants [Br:1][C:2]1[CH:11]=[C:10]([CH3:12])[CH:9]=[C:8]2[C:3]=1[C:4](=[O:13])[NH:5][CH:6]=[N:7]2.[N+:14]([O-])([OH:16])=[O:15], predict the reaction product. The product is: [Br:1][C:2]1[CH:11]=[C:10]([CH3:12])[C:9]([N+:14]([O-:16])=[O:15])=[C:8]2[C:3]=1[C:4](=[O:13])[NH:5][CH:6]=[N:7]2. (4) Given the reactants [Cl:1][CH2:2][C:3](Cl)=[O:4].[CH3:6][C:7]([C:25]1[CH:34]=[CH:33][C:28]([C:29]([NH:31][NH2:32])=[O:30])=[CH:27][CH:26]=1)([C:11]1[CH:16]=[CH:15][C:14]([O:17][CH2:18][C:19]2[CH:24]=[CH:23][CH:22]=[CH:21][N:20]=2)=[CH:13][CH:12]=1)[CH:8]([CH3:10])[CH3:9].[OH-].[Na+], predict the reaction product. The product is: [Cl:1][CH2:2][C:3]([NH:32][NH:31][C:29](=[O:30])[C:28]1[CH:33]=[CH:34][C:25]([C:7]([CH3:6])([C:11]2[CH:16]=[CH:15][C:14]([O:17][CH2:18][C:19]3[CH:24]=[CH:23][CH:22]=[CH:21][N:20]=3)=[CH:13][CH:12]=2)[CH:8]([CH3:10])[CH3:9])=[CH:26][CH:27]=1)=[O:4]. (5) Given the reactants [CH3:1][O:2][C:3](=[O:11])[C@@H:4]([NH2:10])[C@H:5]([OH:9])[CH:6]([CH3:8])[CH3:7].C(N(CC)CC)C.[CH3:19][C:20]1[CH:25]=[CH:24][C:23]([S:26](Cl)(=[O:28])=[O:27])=[CH:22][CH:21]=1, predict the reaction product. The product is: [CH3:1][O:2][C:3](=[O:11])[C@@H:4]([NH:10][S:26]([C:23]1[CH:24]=[CH:25][C:20]([CH3:19])=[CH:21][CH:22]=1)(=[O:28])=[O:27])[C@H:5]([OH:9])[CH:6]([CH3:8])[CH3:7]. (6) Given the reactants [CH3:1][O:2][C:3]1[CH:4]=[C:5]2[C:10](=[CH:11][CH:12]=1)[N:9]=[CH:8][CH:7]=[C:6]2[N:13]1[CH2:18][CH2:17][CH:16]([CH2:19][CH2:20][NH2:21])[CH2:15][CH2:14]1.[O-]S([O-])(=O)=O.[Na+].[Na+].[O:29]=[C:30]1[NH:35][C:34]2[N:36]=[C:37]([CH:40]=O)[CH:38]=[CH:39][C:33]=2[S:32][CH2:31]1.[BH4-].[Na+], predict the reaction product. The product is: [CH3:1][O:2][C:3]1[CH:4]=[C:5]2[C:10](=[CH:11][CH:12]=1)[N:9]=[CH:8][CH:7]=[C:6]2[N:13]1[CH2:18][CH2:17][CH:16]([CH2:19][CH2:20][NH:21][CH2:40][C:37]2[CH:38]=[CH:39][C:33]3[S:32][CH2:31][C:30](=[O:29])[NH:35][C:34]=3[N:36]=2)[CH2:15][CH2:14]1. (7) The product is: [CH2:33]([O:34][C:2]1[N:3]=[C:4]([N:26]2[CH2:31][CH2:30][NH:29][CH2:28][CH2:27]2)[C:5]2[S:10][C:9]3[N:11]=[C:12]([C:16]4[CH:21]=[CH:20][C:19]([O:22][CH3:23])=[C:18]([O:24][CH3:25])[CH:17]=4)[CH:13]=[C:14]([CH3:15])[C:8]=3[C:6]=2[N:7]=1)[CH3:32]. Given the reactants Cl[C:2]1[N:3]=[C:4]([N:26]2[CH2:31][CH2:30][NH:29][CH2:28][CH2:27]2)[C:5]2[S:10][C:9]3[N:11]=[C:12]([C:16]4[CH:21]=[CH:20][C:19]([O:22][CH3:23])=[C:18]([O:24][CH3:25])[CH:17]=4)[CH:13]=[C:14]([CH3:15])[C:8]=3[C:6]=2[N:7]=1.[CH3:32][CH2:33][O-:34].[K+], predict the reaction product. (8) Given the reactants [N:1]1[CH:6]=[CH:5][CH:4]=[CH:3][C:2]=1[NH2:7].[Cl:8][C:9]1[N:14]=[C:13]([C:15](O)=[O:16])[CH:12]=[N:11][C:10]=1[N:18]([CH3:20])[CH3:19], predict the reaction product. The product is: [Cl:8][C:9]1[N:14]=[C:13]([C:15]([NH:7][C:2]2[CH:3]=[CH:4][CH:5]=[CH:6][N:1]=2)=[O:16])[CH:12]=[N:11][C:10]=1[N:18]([CH3:20])[CH3:19]. (9) Given the reactants [C:1]([Cl:4])(=O)C.[NH2:5][C@H:6]([C:17]([OH:19])=[O:18])[CH2:7][C:8]1[C:16]2[C:11](=[CH:12][CH:13]=[CH:14][CH:15]=2)[NH:10][CH:9]=1, predict the reaction product. The product is: [ClH:4].[CH3:1][O:18][C:17](=[O:19])[C@H:6]([CH2:7][C:8]1[C:16]2[C:11](=[CH:12][CH:13]=[CH:14][CH:15]=2)[NH:10][CH:9]=1)[NH2:5].